This data is from Reaction yield outcomes from USPTO patents with 853,638 reactions. The task is: Predict the reaction yield, written as a fraction of the theoretical maximum amount of product (1.0 means a 100% yield; for example, 0.34 means a 34% yield). (1) The reactants are [H-].[Na+].Cl.Cl[C:5]1[CH:15]=[CH:14][C:13]([N+:16]([O-:18])=[O:17])=[CH:12][C:6]=1[CH2:7][NH:8][CH2:9][CH2:10][SH:11]. The catalyst is CN(C=O)C. The product is [N+:16]([C:13]1[CH:14]=[CH:15][C:5]2[S:11][CH2:10][CH2:9][NH:8][CH2:7][C:6]=2[CH:12]=1)([O-:18])=[O:17]. The yield is 0.470. (2) The reactants are [Cl:1][C:2]1[CH:3]=[C:4]([NH:16][C:17]2[C:26]3[C:21](=[CH:22][CH:23]=[CH:24][C:25]=3[O:27][C@@H:28]([CH3:33])[C:29](OC)=[O:30])[N:20]=[CH:19][N:18]=2)[CH:5]=[CH:6][C:7]=1[O:8][CH2:9][C:10]1[CH:15]=[CH:14][CH:13]=[CH:12][N:11]=1.[CH3:34][NH:35][CH2:36][CH2:37][OH:38]. No catalyst specified. The product is [Cl:1][C:2]1[CH:3]=[C:4]([NH:16][C:17]2[C:26]3[C:21](=[CH:22][CH:23]=[CH:24][C:25]=3[O:27][C@@H:28]([CH3:33])[C:29]([N:35]([CH2:36][CH2:37][OH:38])[CH3:34])=[O:30])[N:20]=[CH:19][N:18]=2)[CH:5]=[CH:6][C:7]=1[O:8][CH2:9][C:10]1[CH:15]=[CH:14][CH:13]=[CH:12][N:11]=1. The yield is 0.640. (3) The reactants are [Cl:1][C:2]1[CH:7]=[CH:6][N:5]=[C:4]2[NH:8][C:9]([C:11]3[CH:16]=[CH:15][C:14]([C:17]([N:19]4[CH2:24][CH2:23][N:22]([CH3:25])[CH2:21][CH2:20]4)=[O:18])=[CH:13][CH:12]=3)=[N:10][C:3]=12.[CH:26]([O:29][C:30]1[CH:35]=[CH:34][C:33](B(O)O)=[CH:32][CH:31]=1)([CH3:28])[CH3:27].C(=O)([O-])[O-].[Na+].[Na+].Cl. The catalyst is C1COCC1.O.CCOC(C)=O.C1COCC1.C1C=CC(P(C2C=CC=CC=2)[C-]2C=CC=C2)=CC=1.C1C=CC(P(C2C=CC=CC=2)[C-]2C=CC=C2)=CC=1.Cl[Pd]Cl.[Fe+2]. The product is [ClH:1].[CH:26]([O:29][C:30]1[CH:35]=[CH:34][C:33]([C:2]2[CH:7]=[CH:6][N:5]=[C:4]3[NH:8][C:9]([C:11]4[CH:16]=[CH:15][C:14]([C:17]([N:19]5[CH2:24][CH2:23][N:22]([CH3:25])[CH2:21][CH2:20]5)=[O:18])=[CH:13][CH:12]=4)=[N:10][C:3]=23)=[CH:32][CH:31]=1)([CH3:28])[CH3:27]. The yield is 0.150. (4) The reactants are Cl[C:2]1[C:7]([C:8]([C:10]2[CH:15]=[CH:14][CH:13]=[CH:12][CH:11]=2)=O)=[CH:6][CH:5]=[C:4]([Cl:16])[N:3]=1.[CH3:17][NH:18][NH2:19]. The catalyst is CO. The product is [Cl:16][C:4]1[N:3]=[C:2]2[N:18]([CH3:17])[N:19]=[C:8]([C:10]3[CH:15]=[CH:14][CH:13]=[CH:12][CH:11]=3)[C:7]2=[CH:6][CH:5]=1. The yield is 0.680. (5) The reactants are [Cl:1][C:2]1[CH:8]=[C:7]([O:9][C:10]2[C:19]3[C:14](=[CH:15][C:16]([O:22][CH3:23])=[C:17]([O:20][CH3:21])[CH:18]=3)[N:13]=[CH:12][N:11]=2)[CH:6]=[CH:5][C:3]=1[NH2:4].C1(C)C=CC=CC=1.C(N(CC)CC)C.Cl[C:39](Cl)([O:41]C(=O)OC(Cl)(Cl)Cl)Cl.[F:50][C:51]1[CH:52]=[C:53]([CH:57]=[CH:58][CH:59]=1)[CH:54]([OH:56])[CH3:55]. The catalyst is C(Cl)Cl. The product is [Cl:1][C:2]1[CH:8]=[C:7]([O:9][C:10]2[C:19]3[C:14](=[CH:15][C:16]([O:22][CH3:23])=[C:17]([O:20][CH3:21])[CH:18]=3)[N:13]=[CH:12][N:11]=2)[CH:6]=[CH:5][C:3]=1[NH:4][C:39](=[O:41])[O:56][CH:54]([C:53]1[CH:57]=[CH:58][CH:59]=[C:51]([F:50])[CH:52]=1)[CH3:55]. The yield is 0.310. (6) The reactants are C[N:2](C)[CH:3]=[N:4][C:5]([C:7]1[N:16]=[C:15]2[N:9]([CH2:10][CH2:11][O:12][C:13]3[CH:20]=[C:19]([Cl:21])[N:18]=[CH:17][C:14]=32)[CH:8]=1)=O.Cl.[F:24][C:25]1[CH:30]=[C:29]([F:31])[CH:28]=[CH:27][C:26]=1[NH:32]N. The catalyst is C(O)(=O)C. The product is [Cl:21][C:19]1[N:18]=[CH:17][C:14]2[C:15]3[N:9]([CH2:10][CH2:11][O:12][C:13]=2[CH:20]=1)[CH:8]=[C:7]([C:5]1[N:32]([C:26]2[CH:27]=[CH:28][C:29]([F:31])=[CH:30][C:25]=2[F:24])[N:2]=[CH:3][N:4]=1)[N:16]=3. The yield is 0.780. (7) The reactants are [NH2:1][C:2]1[CH:7]=[CH:6][C:5]([C:8]2[C:9]([NH2:17])=[N:10][C:11]([NH2:16])=[N:12][C:13]=2[CH2:14][CH3:15])=[CH:4][CH:3]=1.[Cl:18][C:19]1[CH:26]=[CH:25][C:22]([CH:23]=O)=[CH:21][CH:20]=1.C(O)(=O)C.C([BH3-])#N.[Na+]. The catalyst is CO. The product is [Cl:18][C:19]1[CH:26]=[CH:25][C:22]([CH2:23][NH:1][C:2]2[CH:3]=[CH:4][C:5]([C:8]3[C:9]([NH2:17])=[N:10][C:11]([NH2:16])=[N:12][C:13]=3[CH2:14][CH3:15])=[CH:6][CH:7]=2)=[CH:21][CH:20]=1. The yield is 0.290. (8) The reactants are COC1C=CC(C[N:8]2[CH2:11][C:10]3([CH2:15][CH2:14][CH2:13][N:12]3[C:16]([O:18][CH2:19][C:20]3[CH:25]=[CH:24][CH:23]=[CH:22][CH:21]=3)=[O:17])[C:9]2=[O:26])=CC=1.O=[N+]([O-])[O-].[O-][N+](=O)[O-].[O-][N+](=O)[O-].[O-][N+](=O)[O-].[O-][N+](=O)[O-].[O-][N+](=O)[O-].[Ce+4].[NH4+].[NH4+]. The catalyst is CC#N.O. The product is [O:26]=[C:9]1[C:10]2([CH2:15][CH2:14][CH2:13][N:12]2[C:16]([O:18][CH2:19][C:20]2[CH:25]=[CH:24][CH:23]=[CH:22][CH:21]=2)=[O:17])[CH2:11][NH:8]1. The yield is 0.380. (9) The reactants are [C:1]([C:5]1[CH:10]=[CH:9][C:8](N2C(C)=CC=C2C)=[C:7]([N+:18]([O-])=O)[CH:6]=1)([CH3:4])([CH3:3])[CH3:2].CCO[C:24]([CH3:26])=O. The catalyst is [Pd]. The product is [C:1]([C:5]1[CH:10]=[CH:9][C:8]([C:5]2[CH:6]=[C:7]([CH3:8])[NH:18][C:24]=2[CH3:26])=[C:7]([CH:6]=1)[NH2:18])([CH3:2])([CH3:3])[CH3:4]. The yield is 0.990.